This data is from Full USPTO retrosynthesis dataset with 1.9M reactions from patents (1976-2016). The task is: Predict the reactants needed to synthesize the given product. The reactants are: [N:1]1[CH:6]=[CH:5][C:4]([C:7]2[O:11][CH:10]=[N:9][C:8]=2[C:12]2[CH:17]=[CH:16][C:15]([OH:18])=[CH:14][CH:13]=2)=[CH:3][CH:2]=1.[F-].[Cs+].Cl[CH2:22][C:23]1[CH:32]=[CH:31][C:30]2[C:25](=[CH:26][CH:27]=[CH:28][CH:29]=2)[N:24]=1. Given the product [N:1]1[CH:2]=[CH:3][C:4]([C:7]2[O:11][CH:10]=[N:9][C:8]=2[C:12]2[CH:17]=[CH:16][C:15]([O:18][CH2:22][C:23]3[CH:32]=[CH:31][C:30]4[C:25](=[CH:26][CH:27]=[CH:28][CH:29]=4)[N:24]=3)=[CH:14][CH:13]=2)=[CH:5][CH:6]=1, predict the reactants needed to synthesize it.